Dataset: Catalyst prediction with 721,799 reactions and 888 catalyst types from USPTO. Task: Predict which catalyst facilitates the given reaction. (1) Reactant: Br[C:2]1[CH:24]=[CH:23][C:5]([O:6][CH2:7][CH:8]2[CH2:13][CH2:12][N:11]([CH2:14][C:15]3([C:19]([F:22])([F:21])[F:20])[CH2:18][CH2:17][CH2:16]3)[CH2:10][CH2:9]2)=[CH:4][CH:3]=1.[CH2:25]([O:27][C:28]([C:30]1[CH:35]=[CH:34][C:33](B(O)O)=[CH:32][C:31]=1[F:39])=[O:29])C.C([O-])([O-])=O.[Cs+].[Cs+].COCCOC. Product: [F:39][C:31]1[CH:32]=[C:33]([C:2]2[CH:24]=[CH:23][C:5]([O:6][CH2:7][CH:8]3[CH2:13][CH2:12][N:11]([CH2:14][C:15]4([C:19]([F:22])([F:20])[F:21])[CH2:18][CH2:17][CH2:16]4)[CH2:10][CH2:9]3)=[CH:4][CH:3]=2)[CH:34]=[CH:35][C:30]=1[C:28]([O:27][CH3:25])=[O:29]. The catalyst class is: 263. (2) Reactant: [Cl:1][C:2]1[N:3]=[C:4]([N:11]2[CH2:16][CH2:15][O:14][CH2:13][CH2:12]2)[C:5]2[S:10][CH:9]=[CH:8][C:6]=2[N:7]=1.C([Li])CCC.CN(C)[C:24](=[O:26])[CH3:25].Cl. Product: [Cl:1][C:2]1[N:3]=[C:4]([N:11]2[CH2:16][CH2:15][O:14][CH2:13][CH2:12]2)[C:5]2[S:10][C:9]([C:24](=[O:26])[CH3:25])=[CH:8][C:6]=2[N:7]=1. The catalyst class is: 1.